From a dataset of Catalyst prediction with 721,799 reactions and 888 catalyst types from USPTO. Predict which catalyst facilitates the given reaction. Reactant: [Br:1][C:2]1[CH:7]=[CH:6][C:5]([NH:8][C:9](=O)[CH:10]([CH3:12])[CH3:11])=[CH:4][CH:3]=1.COC1C=CC(P2(=S)SP(=S)(C3C=CC(OC)=CC=3)[S:23]2)=CC=1. Product: [Br:1][C:2]1[CH:7]=[CH:6][C:5]([NH:8][C:9](=[S:23])[CH:10]([CH3:12])[CH3:11])=[CH:4][CH:3]=1. The catalyst class is: 11.